From a dataset of TCR-epitope binding with 47,182 pairs between 192 epitopes and 23,139 TCRs. Binary Classification. Given a T-cell receptor sequence (or CDR3 region) and an epitope sequence, predict whether binding occurs between them. (1) Result: 1 (the TCR binds to the epitope). The TCR CDR3 sequence is CASSLSYEQFF. The epitope is FLNGSCGSV. (2) The epitope is KLSYGIATV. The TCR CDR3 sequence is CASSLIGTGSTDTQYF. Result: 1 (the TCR binds to the epitope).